Predict the reactants needed to synthesize the given product. From a dataset of Full USPTO retrosynthesis dataset with 1.9M reactions from patents (1976-2016). (1) Given the product [NH2:3][C:4]1[C:13]2=[N:14][N:15]([CH2:23][CH2:24][CH3:25])[C:16]([CH2:17][C:18]([CH3:21])([CH3:22])[C:19]([NH2:20])=[O:1])=[C:12]2[C:11]2[CH:10]=[CH:9][CH:8]=[N:7][C:6]=2[N:5]=1, predict the reactants needed to synthesize it. The reactants are: [OH:1]O.[NH2:3][C:4]1[C:13]2=[N:14][N:15]([CH2:23][CH2:24][CH3:25])[C:16]([CH2:17][C:18]([CH3:22])([CH3:21])[C:19]#[N:20])=[C:12]2[C:11]2[CH:10]=[CH:9][CH:8]=[N:7][C:6]=2[N:5]=1. (2) Given the product [NH2:10][C:3]1[CH:4]=[C:5]([CH:8]=[CH:9][C:2]=1[Cl:1])[CH:6]=[O:7], predict the reactants needed to synthesize it. The reactants are: [Cl:1][C:2]1[CH:9]=[CH:8][C:5]([CH:6]=[O:7])=[CH:4][C:3]=1[N+:10]([O-])=O.[Cl-].[NH4+].